The task is: Predict which catalyst facilitates the given reaction.. This data is from Catalyst prediction with 721,799 reactions and 888 catalyst types from USPTO. (1) Reactant: C[O:2][C:3]([CH:5]1[CH2:10][CH2:9][N:8]([C:11]([N:13]2[C@@:17]([C:19]3[CH:24]=[CH:23][C:22]([Cl:25])=[CH:21][CH:20]=3)([CH3:18])[C@@:16]([C:27]3[CH:32]=[CH:31][C:30]([Cl:33])=[CH:29][CH:28]=3)([CH3:26])[N:15]=[C:14]2[C:34]2[CH:35]=[N:36][C:37]([C:43]([CH3:46])([CH3:45])[CH3:44])=[CH:38][C:39]=2[O:40][CH2:41][CH3:42])=[O:12])[CH2:7][CH2:6]1)=[O:4].O.[OH-].[Li+].Cl. Product: [C:43]([C:37]1[N:36]=[CH:35][C:34]([C:14]2[N:13]([C:11]([N:8]3[CH2:7][CH2:6][CH:5]([C:3]([OH:4])=[O:2])[CH2:10][CH2:9]3)=[O:12])[C@@:17]([C:19]3[CH:24]=[CH:23][C:22]([Cl:25])=[CH:21][CH:20]=3)([CH3:18])[C@@:16]([C:27]3[CH:32]=[CH:31][C:30]([Cl:33])=[CH:29][CH:28]=3)([CH3:26])[N:15]=2)=[C:39]([O:40][CH2:41][CH3:42])[CH:38]=1)([CH3:44])([CH3:45])[CH3:46]. The catalyst class is: 132. (2) Reactant: [C:1]1([CH2:7][CH2:8][NH2:9])[CH:6]=[CH:5][CH:4]=[CH:3][CH:2]=1.CCN(CC)CC.[CH:17]1([S:23](Cl)(=[O:25])=[O:24])[CH2:22][CH2:21][CH2:20][CH2:19][CH2:18]1. Product: [CH2:8]([NH:9][S:23]([CH:17]1[CH2:22][CH2:21][CH2:20][CH2:19][CH2:18]1)(=[O:25])=[O:24])[CH2:7][C:1]1[CH:6]=[CH:5][CH:4]=[CH:3][CH:2]=1. The catalyst class is: 2. (3) Reactant: C[O:2][C:3](=[O:31])[C@@H:4]([NH:7][C:8]([C:10]1[C:11]([CH3:30])=[N:12][C:13]([NH:17][CH2:18][CH2:19][CH2:20][C:21]2[CH:29]=[CH:28][CH:27]=[C:26]3[C:22]=2[CH:23]=[N:24][NH:25]3)=[N:14][C:15]=1[CH3:16])=[O:9])[CH2:5][NH2:6].C(N(CC)CC)C.[CH3:39][C:40](OC(C)=O)=[O:41]. Product: [C:40]([NH:6][CH2:5][C@H:4]([NH:7][C:8]([C:10]1[C:11]([CH3:30])=[N:12][C:13]([NH:17][CH2:18][CH2:19][CH2:20][C:21]2[CH:29]=[CH:28][CH:27]=[C:26]3[C:22]=2[CH:23]=[N:24][NH:25]3)=[N:14][C:15]=1[CH3:16])=[O:9])[C:3]([OH:2])=[O:31])(=[O:41])[CH3:39]. The catalyst class is: 3. (4) Reactant: Cl.[NH2:2][C:3]1[CH:8]([N:9]2[C:17](=[O:18])[C:16]3[C:11](=[CH:12][CH:13]=[CH:14][CH:15]=3)[C:10]2=[O:19])[CH2:7][CH2:6][CH2:5][N:4]=1.C[O-].[Na+].[Na].[N:24]1[CH:29]=[CH:28][C:27]([C:30](=O)[CH2:31][C:32](OCC)=[O:33])=[CH:26][CH:25]=1. Product: [O:33]=[C:32]1[N:4]2[CH2:5][CH2:6][CH2:7][CH:8]([N:9]3[C:10](=[O:19])[C:11]4[C:16](=[CH:15][CH:14]=[CH:13][CH:12]=4)[C:17]3=[O:18])[C:3]2=[N:2][C:30]([C:27]2[CH:28]=[CH:29][N:24]=[CH:25][CH:26]=2)=[CH:31]1. The catalyst class is: 224. (5) Reactant: [CH3:1][O:2][C:3]1[CH:8]=[CH:7][C:6]([C:9]2[O:10][C:11]3[C:16]([C:17](=[O:19])[CH:18]=2)=[CH:15][CH:14]=[CH:13][CH:12]=3)=[C:5]([N+:20]([O-])=O)[CH:4]=1.Cl[Sn]Cl. Product: [NH2:20][C:5]1[CH:4]=[C:3]([O:2][CH3:1])[CH:8]=[CH:7][C:6]=1[C:9]1[O:10][C:11]2[C:16]([C:17](=[O:19])[CH:18]=1)=[CH:15][CH:14]=[CH:13][CH:12]=2. The catalyst class is: 40. (6) Reactant: C(N(CC)CC)C.CN(C(ON1N=NC2C=CC=CC1=2)=[N+](C)C)C.[B-](F)(F)(F)F.[N:30]1[CH:35]=[C:34]([C:36]([NH:38][C:39]2([C:42]([OH:44])=O)[CH2:41][CH2:40]2)=[O:37])[CH:33]=[N:32][CH:31]=1.[Br:45][C:46]1[CH:60]=[CH:59][C:49]([O:50][C:51]2[CH:58]=[CH:57][C:54]([CH2:55][NH2:56])=[CH:53][CH:52]=2)=[C:48]([Cl:61])[CH:47]=1. Product: [Br:45][C:46]1[CH:60]=[CH:59][C:49]([O:50][C:51]2[CH:58]=[CH:57][C:54]([CH2:55][NH:56][C:42]([C:39]3([NH:38][C:36]([C:34]4[CH:33]=[N:32][CH:31]=[N:30][CH:35]=4)=[O:37])[CH2:40][CH2:41]3)=[O:44])=[CH:53][CH:52]=2)=[C:48]([Cl:61])[CH:47]=1. The catalyst class is: 3. (7) Reactant: [Cl:1][C:2]1[N:7]=[C:6]([N:8]([CH3:13])[CH2:9][CH2:10][CH2:11][OH:12])[C:5]([F:14])=[CH:4][N:3]=1.O[C:16]1[CH:17]=[C:18]2[C:22](=[CH:23][CH:24]=1)[N:21]([CH2:25][C:26]([O:28][CH3:29])=[O:27])[CH:20]=[CH:19]2.C1(P(C2C=CC=CC=2)C2C=CC=CC=2)C=CC=CC=1.N(C(N1CCCCC1)=O)=NC(N1CCCCC1)=O. Product: [Cl:1][C:2]1[N:7]=[C:6]([N:8]([CH3:13])[CH2:9][CH2:10][CH2:11][O:12][C:16]2[CH:17]=[C:18]3[C:22](=[CH:23][CH:24]=2)[N:21]([CH2:25][C:26]([O:28][CH3:29])=[O:27])[CH:20]=[CH:19]3)[C:5]([F:14])=[CH:4][N:3]=1. The catalyst class is: 317. (8) Reactant: [NH2:1][CH2:2][CH2:3][O:4][CH2:5][CH2:6][N:7]1[C:19]2[C:18]3[CH2:17][CH2:16][CH2:15][CH2:14][C:13]=3[N:12]=[C:11]([NH2:20])[C:10]=2[N:9]=[C:8]1[CH2:21][CH2:22][O:23][CH3:24].CCN(CC)CC.[C:32](Cl)(=[O:39])[C:33]1[CH:38]=[CH:37][CH:36]=[CH:35][CH:34]=1.CCOCC. Product: [NH2:20][C:11]1[C:10]2[N:9]=[C:8]([CH2:21][CH2:22][O:23][CH3:24])[N:7]([CH2:6][CH2:5][O:4][CH2:3][CH2:2][NH:1][C:32](=[O:39])[C:33]3[CH:38]=[CH:37][CH:36]=[CH:35][CH:34]=3)[C:19]=2[C:18]2[CH2:17][CH2:16][CH2:15][CH2:14][C:13]=2[N:12]=1. The catalyst class is: 61. (9) Reactant: [F:1][C:2]1[CH:3]=[C:4]([NH:8][C:9]2[C:10]3[S:23](=[O:24])[CH2:22][CH2:21][C:11]=3[N:12]=[C:13]([N:15]3[CH2:20][CH2:19][NH:18][CH2:17][CH2:16]3)[N:14]=2)[CH:5]=[CH:6][CH:7]=1.Br[C:26]1[CH:33]=[CH:32][C:29]([C:30]#[N:31])=[CH:28][CH:27]=1.CC1(C)C2C(=C(P(C3C=CC=CC=3)C3C=CC=CC=3)C=CC=2)OC2C(P(C3C=CC=CC=3)C3C=CC=CC=3)=CC=CC1=2.C(=O)([O-])[O-].[Cs+].[Cs+]. Product: [F:1][C:2]1[CH:3]=[C:4]([NH:8][C:9]2[C:10]3[S:23](=[O:24])[CH2:22][CH2:21][C:11]=3[N:12]=[C:13]([N:15]3[CH2:20][CH2:19][N:18]([C:26]4[CH:33]=[CH:32][C:29]([C:30]#[N:31])=[CH:28][CH:27]=4)[CH2:17][CH2:16]3)[N:14]=2)[CH:5]=[CH:6][CH:7]=1. The catalyst class is: 167. (10) Reactant: [C:1]([O:5][C:6]([NH:8][CH2:9][C:10]1([C:17](OCC=C)=O)[CH2:15][CH2:14][CH2:13][CH2:12][C:11]1=[O:16])=[O:7])([CH3:4])([CH3:3])[CH3:2].[CH3:23][CH2:24]OC(C)=O. Product: [CH2:17]([C@:10]1([CH2:9][NH:8][C:6](=[O:7])[O:5][C:1]([CH3:2])([CH3:3])[CH3:4])[CH2:15][CH2:14][CH2:13][CH2:12][C:11]1=[O:16])[CH:23]=[CH2:24]. The catalyst class is: 835.